This data is from TCR-epitope binding with 47,182 pairs between 192 epitopes and 23,139 TCRs. The task is: Binary Classification. Given a T-cell receptor sequence (or CDR3 region) and an epitope sequence, predict whether binding occurs between them. (1) The epitope is RIFTIGTVTLK. The TCR CDR3 sequence is CASSFTSGSSYNEQFF. Result: 0 (the TCR does not bind to the epitope). (2) The epitope is ATDALMTGY. The TCR CDR3 sequence is CASSLEMAGGNEQFF. Result: 0 (the TCR does not bind to the epitope).